Predict the product of the given reaction. From a dataset of Forward reaction prediction with 1.9M reactions from USPTO patents (1976-2016). (1) Given the reactants [Cl:1][C:2]1[CH:3]=[C:4]([CH2:10][N:11]2[CH2:16][CH2:15][CH:14](/[CH:17]=[CH:18]/[C:19]3[CH:24]=[CH:23][CH:22]=[CH:21][C:20]=3[F:25])[CH2:13][CH2:12]2)[C:5]([O:8]C)=[N:6][CH:7]=1.Cl.CO.C(=O)([O-])[O-].[Na+].[Na+], predict the reaction product. The product is: [Cl:1][C:2]1[CH:3]=[C:4]([CH2:10][N:11]2[CH2:12][CH2:13][CH:14](/[CH:17]=[CH:18]/[C:19]3[CH:24]=[CH:23][CH:22]=[CH:21][C:20]=3[F:25])[CH2:15][CH2:16]2)[C:5](=[O:8])[NH:6][CH:7]=1. (2) Given the reactants COC(C1C=C(N)N=C(C2C=CC(Cl)=CC=2)N=1)=O.COC(C1C=C(N)N=C(C2C=CC(Cl)=C(OC)C=2)N=1)=O.[CH3:39][O:40][C:41]([C:43]1[CH:48]=[C:47]([NH2:49])[N:46]=[C:45]([C:50]2[CH:55]=[C:54](OC)[C:53]([Cl:58])=[CH:52][C:51]=2[F:59])[N:44]=1)=[O:42], predict the reaction product. The product is: [CH3:39][O:40][C:41]([C:43]1[CH:48]=[C:47]([NH2:49])[N:46]=[C:45]([C:50]2[CH:55]=[CH:54][C:53]([Cl:58])=[CH:52][C:51]=2[F:59])[N:44]=1)=[O:42]. (3) The product is: [CH3:21][N:22]([CH3:27])[CH2:23][CH2:24][CH2:25][C:10]1([C:7]2[CH:8]=[CH:9][C:4]([F:3])=[CH:5][CH:6]=2)[C:18]2[C:13](=[CH:14][C:15]([C:19]#[N:20])=[CH:16][CH:17]=2)[CH2:12][O:11]1. Given the reactants [H-].[Na+].[F:3][C:4]1[CH:9]=[CH:8][C:7]([CH:10]2[C:18]3[C:13](=[CH:14][C:15]([C:19]#[N:20])=[CH:16][CH:17]=3)[CH2:12][O:11]2)=[CH:6][CH:5]=1.[CH3:21][N:22]([CH3:27])[CH2:23][CH2:24][CH2:25]Cl.CN(C)CCN(C)C, predict the reaction product. (4) Given the reactants [OH-].[Li+].[C:3]([C:5]1[CH:6]=[C:7]([NH:12][C:13]2[N:22]=[CH:21][CH:20]=[CH:19][C:14]=2[C:15]([O:17]C)=[O:16])[CH:8]=[CH:9][C:10]=1[F:11])#[N:4], predict the reaction product. The product is: [C:3]([C:5]1[CH:6]=[C:7]([NH:12][C:13]2[N:22]=[CH:21][CH:20]=[CH:19][C:14]=2[C:15]([OH:17])=[O:16])[CH:8]=[CH:9][C:10]=1[F:11])#[N:4]. (5) Given the reactants [NH2:1][C:2]1[C:3]([O:21][C:22]2[CH:27]=[CH:26][CH:25]=[CH:24][CH:23]=2)=[N:4][C:5]([CH3:20])=[C:6]([CH3:19])[C:7]=1[NH:8][CH2:9][CH2:10][NH:11][C:12](=[O:18])[O:13][C:14]([CH3:17])([CH3:16])[CH3:15].[C:28](OCC)(OCC)(OCC)[CH3:29].Cl.N1C=CC=CC=1.C1(C)C=CC=CC=1, predict the reaction product. The product is: [CH3:28][C:29]1[N:8]([CH2:9][CH2:10][NH:11][C:12](=[O:18])[O:13][C:14]([CH3:17])([CH3:16])[CH3:15])[C:7]2[C:6]([CH3:19])=[C:5]([CH3:20])[N:4]=[C:3]([O:21][C:22]3[CH:23]=[CH:24][CH:25]=[CH:26][CH:27]=3)[C:2]=2[N:1]=1. (6) Given the reactants [Cl:1][C:2]1[CH:7]=[CH:6][C:5]([CH3:8])=[CH:4][C:3]=1[OH:9].C(=O)([O-])[O-].[K+].[K+].[CH2:16](Br)[CH:17]=[CH2:18], predict the reaction product. The product is: [Cl:1][C:2]1[CH:7]=[CH:6][C:5]([CH3:8])=[CH:4][C:3]=1[O:9][CH2:18][CH:17]=[CH2:16]. (7) Given the reactants [CH2:1]([N:3]1[CH2:16][C@@H:15]2[C@H:10]([CH2:11][CH2:12][C@:13]3([CH3:26])[C:19]([C:20]4[CH:21]=[N:22][CH:23]=[CH:24][CH:25]=4)=[CH:18][CH2:17][C@H:14]32)[C@:9]2([CH3:27])[C:4]1=[CH:5][C:6](=[O:28])[CH2:7][CH2:8]2)[CH3:2].[CH3:29][O:30]C1C=C(B(OCC)OCC)C=NC=1, predict the reaction product. The product is: [CH2:1]([N:3]1[CH2:16][C@@H:15]2[C@H:10]([CH2:11][CH2:12][C@:13]3([CH3:26])[C:19]([C:20]4[CH:21]=[N:22][CH:23]=[C:24]([O:30][CH3:29])[CH:25]=4)=[CH:18][CH2:17][C@H:14]32)[C@:9]2([CH3:27])[C:4]1=[CH:5][C:6](=[O:28])[CH2:7][CH2:8]2)[CH3:2]. (8) Given the reactants [Br:1][C:2]1[CH:7]=[CH:6][C:5]([CH3:8])=[C:4]([N+:9]([O-])=O)[CH:3]=1.[CH3:12]OC(OC)N(C)C.N1CCCC1.O, predict the reaction product. The product is: [Br:1][C:2]1[CH:3]=[C:4]2[C:5]([CH:8]=[CH:12][NH:9]2)=[CH:6][CH:7]=1.